Dataset: Forward reaction prediction with 1.9M reactions from USPTO patents (1976-2016). Task: Predict the product of the given reaction. (1) Given the reactants Cl[C:2]1[C:11]2[C:6](=[CH:7][C:8]([O:14][CH3:15])=[C:9]([O:12][CH3:13])[CH:10]=2)[N:5]=[CH:4][CH:3]=1.[N+:16]([C:19]1[CH:25]=[CH:24][C:22]([NH2:23])=[CH:21][CH:20]=1)([O-:18])=[O:17].C1(C)C=CC(S(O)(=O)=O)=CC=1, predict the reaction product. The product is: [CH3:13][O:12][C:9]1[CH:10]=[C:11]2[C:6](=[CH:7][C:8]=1[O:14][CH3:15])[N:5]=[CH:4][CH:3]=[C:2]2[NH:23][C:22]1[CH:24]=[CH:25][C:19]([N+:16]([O-:18])=[O:17])=[CH:20][CH:21]=1. (2) Given the reactants C([O-])([O-])=O.[K+].[K+].Br[CH2:8][C:9]([O:11][C:12]([CH3:15])([CH3:14])[CH3:13])=[O:10].[CH2:16]([O:18][C:19](=[O:44])[C:20]1([CH2:43][CH2:42][CH2:41][CH2:40]1)[NH:21][S:22]([C:25]1[CH:34]=[C:33]2[C:28]([C:29]([Cl:39])=[CH:30][N:31]=[C:32]2[NH:35][C:36]([NH2:38])=[NH:37])=[CH:27][CH:26]=1)(=[O:24])=[O:23])[CH3:17], predict the reaction product. The product is: [CH2:16]([O:18][C:19](=[O:44])[C:20]1([CH2:40][CH2:41][CH2:42][CH2:43]1)[N:21]([CH2:8][C:9]([O:11][C:12]([CH3:15])([CH3:14])[CH3:13])=[O:10])[S:22]([C:25]1[CH:34]=[C:33]2[C:28]([C:29]([Cl:39])=[CH:30][N:31]=[C:32]2[NH:35][C:36]([NH2:38])=[NH:37])=[CH:27][CH:26]=1)(=[O:23])=[O:24])[CH3:17]. (3) Given the reactants C(OP([CH:9]=[C:10]1[NH:16][CH2:15][CH2:14][NH:13][C:12]2[C:17]([Cl:21])=[CH:18][CH:19]=[CH:20][C:11]1=2)(=O)OCC)C.[H-].[Na+].[Cl:24][C:25]1[CH:26]=[C:27]([CH:30]=[CH:31][C:32]=1[Cl:33])[CH:28]=O, predict the reaction product. The product is: [ClH:21].[ClH:24].[Cl:21][C:17]1[C:12]2[NH:13][CH2:14][CH2:15][N:16]=[C:10]([CH:9]=[CH:28][C:27]3[CH:30]=[CH:31][C:32]([Cl:33])=[C:25]([Cl:24])[CH:26]=3)[C:11]=2[CH:20]=[CH:19][CH:18]=1. (4) Given the reactants [CH3:1][O:2][C:3](=[O:13])[O:4][C:5]1[CH:10]=[CH:9][C:8]([F:11])=[CH:7][C:6]=1[CH3:12].[N+:14]([O-])([OH:16])=[O:15], predict the reaction product. The product is: [CH3:1][O:2][C:3](=[O:13])[O:4][C:5]1[CH:10]=[C:9]([N+:14]([O-:16])=[O:15])[C:8]([F:11])=[CH:7][C:6]=1[CH3:12]. (5) The product is: [NH2:9][C:7]1[CH:6]=[C:5]([NH:10][S:14]([CH3:13])(=[O:16])=[O:15])[CH:4]=[C:3]([C:2]([F:11])([F:12])[F:1])[CH:8]=1. Given the reactants [F:1][C:2]([F:12])([F:11])[C:3]1[CH:4]=[C:5]([NH2:10])[CH:6]=[C:7]([NH2:9])[CH:8]=1.[CH3:13][S:14](Cl)(=[O:16])=[O:15], predict the reaction product. (6) Given the reactants [CH2:1]([O:8][C:9]([NH:11][C@@H:12]1[C:21]2[C:16](=[CH:17][C:18]([C:22]([NH:24][C:25]3[CH:30]=[CH:29][N:28]=[C:27]4[N:31](CO)[CH:32]=[CH:33][C:26]=34)=[O:23])=[CH:19][CH:20]=2)[S:15][CH2:14][CH2:13]1)=[O:10])[C:2]1[CH:7]=[CH:6][CH:5]=[CH:4][CH:3]=1.C([O-])(=O)C.[Na+].O, predict the reaction product. The product is: [CH2:1]([O:8][C:9]([NH:11][C@@H:12]1[C:21]2[C:16](=[CH:17][C:18]([C:22]([NH:24][C:25]3[CH:30]=[CH:29][N:28]=[C:27]4[NH:31][CH:32]=[CH:33][C:26]=34)=[O:23])=[CH:19][CH:20]=2)[S:15][CH2:14][CH2:13]1)=[O:10])[C:2]1[CH:3]=[CH:4][CH:5]=[CH:6][CH:7]=1. (7) Given the reactants [CH2:1]=[C:2]1[CH2:15][CH2:14][C:5]2([C:13]3[C:8](=[CH:9][CH:10]=[CH:11][CH:12]=3)[CH2:7][O:6]2)[CH2:4][C:3]1=O.CSC.B.[OH-:21].[Na+].[O-:23]O, predict the reaction product. The product is: [OH:21][CH2:1][CH:2]1[CH2:15][CH2:14][C:5]2([C:13]3[C:8](=[CH:9][CH:10]=[CH:11][CH:12]=3)[C:7](=[O:23])[O:6]2)[CH2:4][CH2:3]1.